From a dataset of NCI-60 drug combinations with 297,098 pairs across 59 cell lines. Regression. Given two drug SMILES strings and cell line genomic features, predict the synergy score measuring deviation from expected non-interaction effect. (1) Cell line: HT29. Synergy scores: CSS=45.2, Synergy_ZIP=-6.38, Synergy_Bliss=-4.61, Synergy_Loewe=-8.34, Synergy_HSA=2.40. Drug 2: C1C(C(OC1N2C=C(C(=O)NC2=O)F)CO)O. Drug 1: CC1OCC2C(O1)C(C(C(O2)OC3C4COC(=O)C4C(C5=CC6=C(C=C35)OCO6)C7=CC(=C(C(=C7)OC)O)OC)O)O. (2) Drug 1: CC(C1=C(C=CC(=C1Cl)F)Cl)OC2=C(N=CC(=C2)C3=CN(N=C3)C4CCNCC4)N. Drug 2: C1=NC2=C(N=C(N=C2N1C3C(C(C(O3)CO)O)F)Cl)N. Cell line: NCI-H522. Synergy scores: CSS=3.28, Synergy_ZIP=-11.5, Synergy_Bliss=-11.1, Synergy_Loewe=-16.5, Synergy_HSA=-11.1. (3) Drug 1: CN(C(=O)NC(C=O)C(C(C(CO)O)O)O)N=O. Drug 2: C1CNP(=O)(OC1)N(CCCl)CCCl. Cell line: DU-145. Synergy scores: CSS=-1.32, Synergy_ZIP=2.60, Synergy_Bliss=3.64, Synergy_Loewe=-2.07, Synergy_HSA=-1.38. (4) Drug 1: CC1=C2C(C(=O)C3(C(CC4C(C3C(C(C2(C)C)(CC1OC(=O)C(C(C5=CC=CC=C5)NC(=O)C6=CC=CC=C6)O)O)OC(=O)C7=CC=CC=C7)(CO4)OC(=O)C)O)C)OC(=O)C. Drug 2: CC1C(C(CC(O1)OC2CC(OC(C2O)C)OC3=CC4=CC5=C(C(=O)C(C(C5)C(C(=O)C(C(C)O)O)OC)OC6CC(C(C(O6)C)O)OC7CC(C(C(O7)C)O)OC8CC(C(C(O8)C)O)(C)O)C(=C4C(=C3C)O)O)O)O. Cell line: SK-OV-3. Synergy scores: CSS=60.8, Synergy_ZIP=2.42, Synergy_Bliss=1.47, Synergy_Loewe=2.25, Synergy_HSA=4.36. (5) Drug 1: CCC1=C2CN3C(=CC4=C(C3=O)COC(=O)C4(CC)O)C2=NC5=C1C=C(C=C5)O. Drug 2: C1CC(=O)NC(=O)C1N2C(=O)C3=CC=CC=C3C2=O. Cell line: SF-539. Synergy scores: CSS=39.9, Synergy_ZIP=-0.333, Synergy_Bliss=-0.0470, Synergy_Loewe=-48.2, Synergy_HSA=-0.646.